Dataset: Reaction yield outcomes from USPTO patents with 853,638 reactions. Task: Predict the reaction yield, written as a fraction of the theoretical maximum amount of product (1.0 means a 100% yield; for example, 0.34 means a 34% yield). (1) The reactants are [Br:1][C:2]1[CH:7]=[C:6]([F:8])[CH:5]=[CH:4][C:3]=1[CH:9]1[C:14]([C:15]([O:17][CH2:18][CH3:19])=[O:16])=[C:13]([CH2:20]Br)[NH:12][C:11]([C:22]2[S:23][CH:24]=[C:25]([CH2:27][C:28]([NH:30][CH:31]([CH3:33])[CH3:32])=[O:29])[N:26]=2)=[N:10]1.[NH:34]1[CH2:39][CH2:38][O:37][CH2:36][CH:35]1[C:40]([OH:42])=[O:41]. No catalyst specified. The product is [Br:1][C:2]1[CH:7]=[C:6]([F:8])[CH:5]=[CH:4][C:3]=1[CH:9]1[N:10]=[C:11]([C:22]2[S:23][CH:24]=[C:25]([CH2:27][C:28]([NH:30][CH:31]([CH3:33])[CH3:32])=[O:29])[N:26]=2)[NH:12][C:13]([CH2:20][N:34]2[CH2:39][CH2:38][O:37][CH2:36][CH:35]2[C:40]([OH:42])=[O:41])=[C:14]1[C:15]([O:17][CH2:18][CH3:19])=[O:16]. The yield is 0.490. (2) The reactants are O1C2C=CC([C:10]3[CH:15]=[C:14]([C:16]4[CH:21]=[CH:20][CH:19]=[CH:18][CH:17]=4)[N:13]=[C:12]([O:22][CH2:23][CH2:24][CH2:25][CH2:26][CH2:27][OH:28])[CH:11]=3)=CC=2OC1.[C:29]([O:33][C:34]([NH:36][CH:37]([CH2:42][C:43]1[CH:48]=[CH:47][CH:46]=[CH:45][C:44]=1O)[C:38]([O:40][CH3:41])=[O:39])=[O:35])([CH3:32])([CH3:31])[CH3:30].[C:50]1(P([C:50]2[CH:55]=[CH:54][CH:53]=[CH:52][CH:51]=2)[C:50]2[CH:55]=[CH:54][CH:53]=[CH:52][CH:51]=2)[CH:55]=[CH:54][CH:53]=[CH:52][CH:51]=1.CC[O:71][C:72](/N=N/C(OCC)=O)=[O:73]. The catalyst is O1CCCC1. The product is [O:71]1[C:51]2[CH:52]=[CH:53][C:54]([C:19]3[CH:20]=[CH:21][C:16]([C:14]4[N:13]=[C:12]([O:22][CH2:23][CH2:24][CH2:25][CH2:26][CH2:27][O:28][C:44]5[CH:45]=[CH:46][CH:47]=[CH:48][C:43]=5[CH2:42][CH:37]([NH:36][C:34]([O:33][C:29]([CH3:32])([CH3:31])[CH3:30])=[O:35])[C:38]([O:40][CH3:41])=[O:39])[CH:11]=[CH:10][CH:15]=4)=[CH:17][CH:18]=3)=[CH:55][C:50]=2[O:73][CH2:72]1. The yield is 0.500. (3) The reactants are Br[C:2]1[O:6][C:5]([C:7]2[CH:8]=[C:9]([CH:12]=[CH:13][CH:14]=2)[C:10]#[N:11])=[CH:4][CH:3]=1.C([Sn](CCCC)(CCCC)[C:20]1[CH:25]=[CH:24][CH:23]=[CH:22][N:21]=1)CCC. The catalyst is C1(C)C=CC=CC=1.C1C=CC([P]([Pd]([P](C2C=CC=CC=2)(C2C=CC=CC=2)C2C=CC=CC=2)([P](C2C=CC=CC=2)(C2C=CC=CC=2)C2C=CC=CC=2)[P](C2C=CC=CC=2)(C2C=CC=CC=2)C2C=CC=CC=2)(C2C=CC=CC=2)C2C=CC=CC=2)=CC=1.[CH2-]C1C=CC=CC=1.C1C=CC(P(C2C=CC=CC=2)C2C=CC=CC=2)=CC=1.C1C=CC(P(C2C=CC=CC=2)C2C=CC=CC=2)=CC=1.[Cl-].[Pd+2]. The product is [N:21]1[CH:22]=[CH:23][CH:24]=[CH:25][C:20]=1[C:2]1[O:6][C:5]([C:7]2[CH:8]=[C:9]([CH:12]=[CH:13][CH:14]=2)[C:10]#[N:11])=[CH:4][CH:3]=1. The yield is 0.380. (4) The reactants are [Cl:1][C:2]1[CH:3]=[C:4]([C:8](=[O:21])[CH2:9][N:10]2[C:18](=[O:19])[C:17]3[C:12](=[CH:13][CH:14]=[CH:15][CH:16]=3)[C:11]2=[O:20])[CH:5]=[CH:6][CH:7]=1.CO[CH:24](OC)[N:25]([CH3:27])[CH3:26]. No catalyst specified. The product is [Cl:1][C:2]1[CH:3]=[C:4]([C:8](=[O:21])[C:9]([N:10]2[C:18](=[O:19])[C:17]3[C:12](=[CH:13][CH:14]=[CH:15][CH:16]=3)[C:11]2=[O:20])=[CH:24][N:25]([CH3:27])[CH3:26])[CH:5]=[CH:6][CH:7]=1. The yield is 0.800.